This data is from Full USPTO retrosynthesis dataset with 1.9M reactions from patents (1976-2016). The task is: Predict the reactants needed to synthesize the given product. (1) Given the product [N:28]1([NH:29][C:20]([C:18]2[O:17][N:16]=[C:15]([O:14][CH2:13][C:3]3[C:4]([C:7]4[CH:8]=[CH:9][CH:10]=[CH:11][CH:12]=4)=[N:5][O:6][C:2]=3[CH3:1])[CH:19]=2)=[O:22])[CH2:32][CH2:33][CH2:34][CH2:35]1, predict the reactants needed to synthesize it. The reactants are: [CH3:1][C:2]1[O:6][N:5]=[C:4]([C:7]2[CH:12]=[CH:11][CH:10]=[CH:9][CH:8]=2)[C:3]=1[CH2:13][O:14][C:15]1[CH:19]=[C:18]([C:20]([OH:22])=O)[O:17][N:16]=1.F[B-](F)(F)F.[N:28]1(OC(N(C)C)=[N+](C)C)[C:32]2[CH:33]=[CH:34][CH:35]=CC=2N=[N:29]1.C(N(CC)C(C)C)(C)C.Cl.NN1CCCC1. (2) Given the product [S:11]([O-:15])([O-:14])(=[O:13])=[O:12].[Na+:16].[Na+:16].[OH2:21].[OH2:1].[S:20]([S:24]([O-:27])(=[O:26])=[O:25])([O-:23])(=[O:22])=[O:21].[Na+:16].[Na+:16], predict the reactants needed to synthesize it. The reactants are: [OH2:1].O.O.O.O.O.O.O.O.O.[S:11]([O-:15])([O-:14])(=[O:13])=[O:12].[Na+:16].[Na+].O.O.[S:20]([S:24]([O-:27])(=[O:26])=[O:25])([O-:23])(=[O:22])=[O:21].[Na+].[Na+].